This data is from Forward reaction prediction with 1.9M reactions from USPTO patents (1976-2016). The task is: Predict the product of the given reaction. (1) Given the reactants [NH2:1][CH2:2][CH2:3][C:4]([NH:6][C@H:7]([C:14]([OH:16])=[O:15])[CH2:8][C:9]1[N:13]=[CH:12][NH:11][CH:10]=1)=[O:5].[OH-].[Na+].Cl[C:20]([O:22][CH2:23][C:24]1[CH:29]=[CH:28][CH:27]=[CH:26][CH:25]=1)=[O:21].Cl, predict the reaction product. The product is: [CH2:23]([O:22][C:20]([NH:1][CH2:2][CH2:3][C:4]([NH:6][C@H:7]([C:14]([OH:16])=[O:15])[CH2:8][C:9]1[N:13]=[CH:12][NH:11][CH:10]=1)=[O:5])=[O:21])[C:24]1[CH:29]=[CH:28][CH:27]=[CH:26][CH:25]=1. (2) Given the reactants [CH2:1]([O:4][CH:5]([C:10]1[N:14]([CH3:15])[N:13]=[CH:12][C:11]=1[N+:16]([O-:18])=[O:17])[CH2:6][CH2:7][CH:8]=[CH2:9])C=C.CN1C(C2CCCC=C[O:26]2)=C([N+]([O-])=O)C=N1.C1C=C(Cl)C=C(C(OO)=O)C=1, predict the reaction product. The product is: [CH:8]12[O:26][CH:7]1[CH2:6][CH:5]([C:10]1[N:14]([CH3:15])[N:13]=[CH:12][C:11]=1[N+:16]([O-:18])=[O:17])[O:4][CH2:1][CH2:9]2. (3) Given the reactants [OH-].[K+].[C:3](Cl)([C:16]1[CH:21]=[CH:20][CH:19]=[CH:18][CH:17]=1)([C:10]1[CH:15]=[CH:14][CH:13]=[CH:12][CH:11]=1)[C:4]1[CH:9]=[CH:8][CH:7]=[CH:6][CH:5]=1.[CH3:23][C@@H:24]1[CH2:29][NH:28][CH2:27][CH2:26][NH:25]1.C([O-])([O-])=O.[K+].[K+], predict the reaction product. The product is: [CH3:23][C@H:24]1[NH:25][CH2:26][CH2:27][N:28]([C:3]([C:16]2[CH:21]=[CH:20][CH:19]=[CH:18][CH:17]=2)([C:10]2[CH:15]=[CH:14][CH:13]=[CH:12][CH:11]=2)[C:4]2[CH:9]=[CH:8][CH:7]=[CH:6][CH:5]=2)[CH2:29]1.